Task: Predict the reactants needed to synthesize the given product.. Dataset: Full USPTO retrosynthesis dataset with 1.9M reactions from patents (1976-2016) Given the product [CH3:75][C:76]1([CH3:101])[C:80]([C:81]2[CH:86]=[C:85]([CH2:87][OH:88])[CH:84]=[CH:83][C:82]=2[C:92]2[CH:97]=[C:96]([O:98][CH3:99])[CH:95]=[CH:94][C:93]=2[F:100])=[CH:79][CH2:78][CH2:77]1, predict the reactants needed to synthesize it. The reactants are: ClC1C=C(C(OCC)=O)C=CC=1C1C=C(OC)C=CC=1F.CC1(C)C(B2OC(C)(C)C(C)(C)O2)=CCC1.COC1C=CC=C(OC)C=1C1C=CC=CC=1P(C1CCCCC1)C1CCCCC1.P([O-])([O-])([O-])=O.[K+].[K+].[K+].[CH3:75][C:76]1([CH3:101])[C:80]([C:81]2[CH:86]=[C:85]([C:87](OCC)=[O:88])[CH:84]=[CH:83][C:82]=2[C:92]2[CH:97]=[C:96]([O:98][CH3:99])[CH:95]=[CH:94][C:93]=2[F:100])=[CH:79][CH2:78][CH2:77]1.[H-].[H-].[H-].[H-].[Li+].[Al+3].[OH-].[Na+].